Dataset: Full USPTO retrosynthesis dataset with 1.9M reactions from patents (1976-2016). Task: Predict the reactants needed to synthesize the given product. (1) Given the product [CH3:40][C:17]1([CH3:16])[CH:26]=[C:25]([C:27]2[CH:28]=[CH:29][CH:30]=[CH:31][CH:32]=2)[C:24]2[C:19](=[CH:20][C:21]([O:36][CH2:37][CH2:38][CH3:39])=[C:22](/[C:33](/[CH3:34])=[C:6](/[F:7])\[C:4]([O:3][CH2:2][CH3:1])=[O:5])[CH:23]=2)[O:18]1, predict the reactants needed to synthesize it. The reactants are: [CH3:1][CH2:2][O:3][C:4]([CH:6](P(OCC)(OCC)=O)[F:7])=[O:5].[CH3:16][C:17]1([CH3:40])[CH:26]=[C:25]([C:27]2[CH:32]=[CH:31][CH:30]=[CH:29][CH:28]=2)[C:24]2[C:19](=[CH:20][C:21]([O:36][CH2:37][CH2:38][CH3:39])=[C:22]([C:33](=O)[CH3:34])[CH:23]=2)[O:18]1. (2) Given the product [CH2:9]([N:11]1[C:19]2[C:14](=[CH:15][C:16]([C:20]3[NH:1][C:2]4[N:6]([N:5]=[CH:4][C:3]=4[C:7]#[N:8])[C:22](=[O:23])[CH:21]=3)=[CH:17][CH:18]=2)[CH:13]=[N:12]1)[CH3:10], predict the reactants needed to synthesize it. The reactants are: [NH2:1][C:2]1[NH:6][N:5]=[CH:4][C:3]=1[C:7]#[N:8].[CH2:9]([N:11]1[C:19]2[C:14](=[CH:15][C:16]([C:20](=O)[CH2:21][C:22](OCC)=[O:23])=[CH:17][CH:18]=2)[CH:13]=[N:12]1)[CH3:10].CC1C=CC(S(O)(=O)=O)=CC=1.